This data is from Catalyst prediction with 721,799 reactions and 888 catalyst types from USPTO. The task is: Predict which catalyst facilitates the given reaction. (1) Reactant: [C:1]([O:5][C:6]([N:8]1[CH2:12][C@@H:11]([CH2:13][NH:14][C:15]([O:17][C:18]([CH3:21])([CH3:20])[CH3:19])=[O:16])[CH2:10][C@@H:9]1/[CH:22]=[CH:23]/[O:24]C)=[O:7])([CH3:4])([CH3:3])[CH3:2].FC(F)(F)C(O)=O.C(OCC)(=O)C.C(=O)(O)[O-].[Na+]. Product: [C:1]([O:5][C:6]([N:8]1[CH2:12][C@@H:11]([CH2:13][NH:14][C:15]([O:17][C:18]([CH3:21])([CH3:20])[CH3:19])=[O:16])[CH2:10][C@@H:9]1[CH2:22][CH:23]=[O:24])=[O:7])([CH3:2])([CH3:4])[CH3:3]. The catalyst class is: 47. (2) Reactant: [F:1][C:2]([F:25])([F:24])[C:3]1[CH:4]=[N:5][C:6]([NH:9][C@@H:10]2[CH2:15][C@@H:14]3[N:16](C(OC(C)(C)C)=O)[C@H:11]2[CH2:12][CH2:13]3)=[N:7][CH:8]=1.Cl. Product: [F:25][C:2]([F:1])([F:24])[C:3]1[CH:4]=[N:5][C:6]([NH:9][C@@H:10]2[CH2:15][C@@H:14]3[NH:16][C@H:11]2[CH2:12][CH2:13]3)=[N:7][CH:8]=1. The catalyst class is: 135. (3) Reactant: [OH:1][C:2]1[C:11]2[C:6](=[CH:7][CH:8]=[CH:9][CH:10]=2)[O:5][C:4](=[O:12])[CH:3]=1.C1C=CC(P(C2C=CC=CC=2)C2C=CC=CC=2)=CC=1.O[CH2:33][CH2:34][CH2:35][N:36]1[C:44](=[O:45])[C:43]2[C:38](=[CH:39][CH:40]=[CH:41][CH:42]=2)[C:37]1=[O:46].CC(OC(/N=N/C(OC(C)C)=O)=O)C. Product: [O:12]=[C:4]1[CH:3]=[C:2]([O:1][CH2:33][CH2:34][CH2:35][N:36]2[C:44](=[O:45])[C:43]3[C:38](=[CH:39][CH:40]=[CH:41][CH:42]=3)[C:37]2=[O:46])[C:11]2[CH:10]=[CH:9][CH:8]=[CH:7][C:6]=2[O:5]1. The catalyst class is: 1. (4) Reactant: [Cl:1][C:2]1[C:11]2[C:6](=[CH:7][CH:8]=[C:9]([CH:12]([C:14]3[C:15](C)=[N:16]C(C)=C[CH:19]=3)[OH:13])[CH:10]=2)[N:5]=[C:4]([O:22][CH3:23])[C:3]=1[CH2:24][C:25]1[CH:30]=[CH:29][C:28]([C:31]([F:34])([F:33])[F:32])=[CH:27][CH:26]=1.[Li]CCCC.C(C1CN([C:46]([O:48][C:49]([CH3:52])([CH3:51])[CH3:50])=[O:47])C1)=O. Product: [C:49]([O:48][C:46]([N:16]1[CH2:15][CH:14]([CH:12]([C:9]2[CH:10]=[C:11]3[C:6](=[CH:7][CH:8]=2)[N:5]=[C:4]([O:22][CH3:23])[C:3]([CH2:24][C:25]2[CH:26]=[CH:27][C:28]([C:31]([F:33])([F:34])[F:32])=[CH:29][CH:30]=2)=[C:2]3[Cl:1])[OH:13])[CH2:19]1)=[O:47])([CH3:52])([CH3:51])[CH3:50]. The catalyst class is: 1. (5) Reactant: Cl[C:2]1[CH:7]=[C:6]([C:8]2[CH:13]=[CH:12][CH:11]=[CH:10][CH:9]=2)[N:5]=[C:4]([NH:14][C:15](=[O:32])[CH2:16][CH2:17][C:18]([C:20]2[CH:25]=[CH:24][C:23]([O:26][CH2:27][CH3:28])=[C:22]([O:29][CH2:30][CH3:31])[CH:21]=2)=[O:19])[CH:3]=1.C1(C2C=CC=CC=2)C=CC=CC=1P(C1CCCCC1)C1CCCCC1.C(=O)([O-])[O-].[K+].[K+].[C:64]([O:68][C:69]([N:71]1[CH:75]=[CH:74][CH:73]=[C:72]1B(O)O)=[O:70])([CH3:67])([CH3:66])[CH3:65]. Product: [CH2:30]([O:29][C:22]1[CH:21]=[C:20]([C:18](=[O:19])[CH2:17][CH2:16][C:15]([NH:14][C:4]2[CH:3]=[C:2]([C:72]3[N:71]([C:69]([O:68][C:64]([CH3:67])([CH3:66])[CH3:65])=[O:70])[CH:75]=[CH:74][CH:73]=3)[CH:7]=[C:6]([C:8]3[CH:13]=[CH:12][CH:11]=[CH:10][CH:9]=3)[N:5]=2)=[O:32])[CH:25]=[CH:24][C:23]=1[O:26][CH2:27][CH3:28])[CH3:31]. The catalyst class is: 110. (6) Reactant: Cl[C:2]1[N:7]=[CH:6][N:5]=[C:4]([NH:8][C:9]2[CH:10]=[C:11]([CH:16]=[CH:17][C:18]=2[CH3:19])[C:12]([NH:14][CH3:15])=[O:13])[CH:3]=1.[CH2:20]([NH2:25])[C:21]([CH3:24])([CH3:23])[CH3:22]. Product: [CH3:22][C:21]([CH3:24])([CH3:23])[CH2:20][NH:25][C:2]1[N:7]=[CH:6][N:5]=[C:4]([NH:8][C:9]2[CH:10]=[C:11]([CH:16]=[CH:17][C:18]=2[CH3:19])[C:12]([NH:14][CH3:15])=[O:13])[CH:3]=1. The catalyst class is: 16. (7) Product: [Br:19][C:20]1[CH:21]=[C:22]2[C:26](=[CH:27][CH:28]=1)[NH:25][C:24](=[O:29])[C:23]2=[C:3]1[C:2](=[O:1])[N:6]([CH:7]([CH2:11][C:12]2[CH:17]=[CH:16][CH:15]=[CH:14][CH:13]=2)[C:8]([OH:10])=[O:9])[C:5](=[S:18])[NH:4]1. Reactant: [O:1]=[C:2]1[N:6]([CH:7]([CH2:11][C:12]2[CH:17]=[CH:16][CH:15]=[CH:14][CH:13]=2)[C:8]([OH:10])=[O:9])[C:5](=[S:18])[NH:4][CH2:3]1.[Br:19][C:20]1[CH:21]=[C:22]2[C:26](=[CH:27][CH:28]=1)[NH:25][C:24](=[O:29])[C:23]2=O.C(OC(=O)C)(=O)C. The catalyst class is: 15. (8) Reactant: C1CCC(N=C=NC2CCCCC2)CC1.C1C=CC2N(O)N=NC=2C=1.[CH2:26]([O:46][CH:47]([CH2:51][CH3:52])[C:48]([OH:50])=O)[CH2:27][CH2:28][CH2:29]/[CH:30]=[CH:31]\[CH2:32]/[CH:33]=[CH:34]\[CH2:35]/[CH:36]=[CH:37]\[CH2:38]/[CH:39]=[CH:40]\[CH2:41]/[CH:42]=[CH:43]\[CH2:44][CH3:45].Cl.[CH2:54]([O:56][C:57](=[O:64])[C@H:58]([CH2:60][CH:61]([CH3:63])[CH3:62])[NH2:59])[CH3:55]. Product: [CH2:26]([O:46][CH:47]([CH2:51][CH3:52])[C:48]([NH:59][C@@H:58]([CH2:60][CH:61]([CH3:62])[CH3:63])[C:57]([O:56][CH2:54][CH3:55])=[O:64])=[O:50])[CH2:27][CH2:28][CH2:29]/[CH:30]=[CH:31]\[CH2:32]/[CH:33]=[CH:34]\[CH2:35]/[CH:36]=[CH:37]\[CH2:38]/[CH:39]=[CH:40]\[CH2:41]/[CH:42]=[CH:43]\[CH2:44][CH3:45]. The catalyst class is: 49.